This data is from Forward reaction prediction with 1.9M reactions from USPTO patents (1976-2016). The task is: Predict the product of the given reaction. (1) Given the reactants Br[C:2]1[C:3]([CH2:9][CH3:10])=[CH:4][C:5]([NH2:8])=[N:6][CH:7]=1.[CH3:11][N:12](C=O)C, predict the reaction product. The product is: [NH2:8][C:5]1[CH:4]=[C:3]([CH2:9][CH3:10])[C:2]([C:11]#[N:12])=[CH:7][N:6]=1. (2) Given the reactants CC1(C)C(C)(C)OB([C:9]2[CH:10]=[CH:11][C:12]3[O:17][CH2:16][C:15](=[O:18])[NH:14][C:13]=3[CH:19]=2)O1.Br[C:22]1[C:23]([CH3:40])=[N:24][N:25]([CH2:34][C:35]([F:39])([CH3:38])[CH2:36][OH:37])[C:26]=1[C:27]1[CH:32]=[CH:31][C:30]([F:33])=[CH:29][CH:28]=1.CC(C1C=C(C(C)C)C(C2C=CC=CC=2P(C2CCCCC2)C2CCCCC2)=C(C(C)C)C=1)C.C(=O)([O-])[O-].[Cs+].[Cs+], predict the reaction product. The product is: [F:39][C:35]([CH3:38])([CH2:36][OH:37])[CH2:34][N:25]1[C:26]([C:27]2[CH:32]=[CH:31][C:30]([F:33])=[CH:29][CH:28]=2)=[C:22]([C:9]2[CH:10]=[CH:11][C:12]3[O:17][CH2:16][C:15](=[O:18])[NH:14][C:13]=3[CH:19]=2)[C:23]([CH3:40])=[N:24]1.